Task: Predict which catalyst facilitates the given reaction.. Dataset: Catalyst prediction with 721,799 reactions and 888 catalyst types from USPTO (1) The catalyst class is: 130. Reactant: [CH3:1][C:2]1[O:6][N:5]=[C:4]([NH2:7])[CH:3]=1.[CH:8]1([CH2:12][N:13]([CH2:26][CH3:27])[C:14]2[C:23]([CH:24]=O)=[CH:22][C:21]3[C:16](=[CH:17][CH:18]=[CH:19][CH:20]=3)[N:15]=2)[CH2:11][CH2:10][CH2:9]1.C([BH3-])#N.[Na+]. Product: [CH:8]1([CH2:12][N:13]([CH2:26][CH3:27])[C:14]2[C:23]([CH2:24][NH:7][C:4]3[CH:3]=[C:2]([CH3:1])[O:6][N:5]=3)=[CH:22][C:21]3[C:16](=[CH:17][CH:18]=[CH:19][CH:20]=3)[N:15]=2)[CH2:9][CH2:10][CH2:11]1. (2) Reactant: [NH2:1][C:2]1[CH:3]=[C:4]([CH:10]([CH2:14][C:15]2[CH:20]=[CH:19][C:18]([N+:21]([O-:23])=[O:22])=[CH:17][CH:16]=2)[C:11]([OH:13])=[O:12])[CH:5]=[CH:6][C:7]=1[O:8][CH3:9].Cl[C:25](OCC1C2C=CC=CC=2C2C1=CC=CC=2)=[O:26].ClCCl. Product: [C:25](=[C:14]([C:15]1[CH:20]=[CH:19][C:18]([N+:21]([O-:23])=[O:22])=[CH:17][CH:16]=1)[CH:10]([C:4]1[CH:5]=[CH:6][C:7]([O:8][CH3:9])=[C:2]([NH2:1])[CH:3]=1)[C:11]([OH:13])=[O:12])=[O:26]. The catalyst class is: 95. (3) Reactant: [CH3:1][N:2]1[C:10]2[CH:9]=[CH:8][CH:7]=[CH:6][C:5]=2[C:4]2[CH2:11][N:12]([CH2:15][CH2:16][C:17]#[N:18])[CH2:13][CH2:14][C:3]1=2.[H][H]. Product: [CH3:1][N:2]1[C:10]2[CH:9]=[CH:8][CH:7]=[CH:6][C:5]=2[C:4]2[CH2:11][N:12]([CH2:15][CH2:16][CH2:17][NH2:18])[CH2:13][CH2:14][C:3]1=2. The catalyst class is: 834. (4) Reactant: [O:1]=[C:2]([N:14]1[CH2:19][CH2:18][NH:17][CH2:16][CH2:15]1)[CH2:3][N:4]1[C:12](=[O:13])[C:11]2[C:6](=[N:7][CH:8]=[CH:9][CH:10]=2)[S:5]1.Cl[C:21]([O:23][C:24]1[CH:29]=[CH:28][C:27]([N+:30]([O-:32])=[O:31])=[CH:26][CH:25]=1)=[O:22]. Product: [O:13]=[C:12]1[C:11]2[C:6](=[N:7][CH:8]=[CH:9][CH:10]=2)[S:5][N:4]1[CH2:3][C:2]([N:14]1[CH2:19][CH2:18][N:17]([C:21]([O:23][C:24]2[CH:25]=[CH:26][C:27]([N+:30]([O-:32])=[O:31])=[CH:28][CH:29]=2)=[O:22])[CH2:16][CH2:15]1)=[O:1]. The catalyst class is: 79. (5) Reactant: [Cl:1][C:2]1[CH:3]=[CH:4][C:5]([NH:20][CH2:21][C:22]2[CH:27]=[CH:26][C:25]([O:28][CH3:29])=[CH:24][C:23]=2[O:30][CH3:31])=[C:6]([CH:8]([C:10]2[CH:15]=[CH:14][CH:13]=[C:12]([CH2:16][CH3:17])[C:11]=2[O:18][CH3:19])[OH:9])[CH:7]=1.C(=O)([O-])O.[Na+].Cl/[C:38](=[CH:44]\[C:45]([O-])=[O:46])/[C:39]([O:41][CH2:42][CH3:43])=[O:40]. Product: [Cl:1][C:2]1[CH:3]=[CH:4][C:5]([N:20]([CH2:21][C:22]2[CH:27]=[CH:26][C:25]([O:28][CH3:29])=[CH:24][C:23]=2[O:30][CH3:31])[C:45](=[O:46])/[CH:44]=[CH:38]/[C:39]([O:41][CH2:42][CH3:43])=[O:40])=[C:6]([CH:8]([C:10]2[CH:15]=[CH:14][CH:13]=[C:12]([CH2:16][CH3:17])[C:11]=2[O:18][CH3:19])[OH:9])[CH:7]=1. The catalyst class is: 4. (6) Reactant: [C:1]([N:8]1[CH:12]=CN=[CH:9]1)([N:3]1[CH:7]=[CH:6][N:5]=[CH:4]1)=[S:2].CNC. Product: [CH3:9][N:8]([CH3:12])[C:1]([N:3]1[CH:7]=[CH:6][N:5]=[CH:4]1)=[S:2]. The catalyst class is: 1. (7) Reactant: CO[C:3]1[CH2:4][CH2:5][CH2:6][CH2:7][N:8]=1.[F:9][C:10]1[CH:11]=[C:12]([C:17]2[O:18][C:19](=[O:22])[CH2:20][N:21]=2)[CH:13]=[CH:14][C:15]=1[F:16].O.[OH-].[Li+]. Product: [F:9][C:10]1[CH:11]=[C:12]([C:17]2[N:8]3[CH2:7][CH2:6][CH2:5][CH2:4][C:3]3=[C:20]([C:19]([OH:22])=[O:18])[N:21]=2)[CH:13]=[CH:14][C:15]=1[F:16]. The catalyst class is: 20. (8) Reactant: C(O[CH:4]=[CH:5][C:6](=O)[C:7]([F:10])([F:9])[F:8])C.[C:12]([NH2:18])(=[O:17])[CH2:13][C:14]([CH3:16])=[O:15].[O-]CC.[Na+:22]. Product: [C:14]([C:13]1[C:12]([O-:17])=[N:18][C:6]([C:7]([F:8])([F:9])[F:10])=[CH:5][CH:4]=1)(=[O:15])[CH3:16].[Na+:22]. The catalyst class is: 14. (9) Reactant: [NH2:1][C:2]1[CH:7]=[CH:6][C:5]([C:8]([CH3:12])([CH3:11])[C:9]#[N:10])=[C:4]([C:13]2[CH:17]=[CH:16][S:15][CH:14]=2)[CH:3]=1.[CH3:18][O:19][C:20]1[CH:21]=[C:22]([CH:26]=[CH:27][C:28]=1[O:29][CH3:30])[C:23](Cl)=[O:24].C(N(CC)CC)C. Product: [C:9]([C:8]([CH3:11])([CH3:12])[C:5]1[CH:6]=[CH:7][C:2]([NH:1][C:23](=[O:24])[C:22]2[CH:26]=[CH:27][C:28]([O:29][CH3:30])=[C:20]([O:19][CH3:18])[CH:21]=2)=[CH:3][C:4]=1[C:13]1[CH:17]=[CH:16][S:15][CH:14]=1)#[N:10]. The catalyst class is: 2.